Regression/Classification. Given a drug SMILES string, predict its toxicity properties. Task type varies by dataset: regression for continuous values (e.g., LD50, hERG inhibition percentage) or binary classification for toxic/non-toxic outcomes (e.g., AMES mutagenicity, cardiotoxicity, hepatotoxicity). Dataset: herg_karim. From a dataset of hERG potassium channel inhibition data for cardiac toxicity prediction from Karim et al.. (1) The drug is NC1=N[C@@](c2cccc(-c3cncnc3)c2)(c2ccnc(C(F)F)c2)c2cc(F)cc(F)c21. The result is 0 (non-blocker). (2) The molecule is COc1ccc(-c2cc(=O)c3c(O)cc(O)cc3o2)cc1. The result is 0 (non-blocker). (3) The drug is Nc1nc2c(s1)CC[C@H]2C(=O)Nc1ccc(C[C@@H]2CC[C@H]([C@H](O)c3cccc(Cl)c3)N2)cc1. The result is 1 (blocker). (4) The result is 1 (blocker). The compound is C1=C\COCc2cc(ccc2OCCN2CCCC2)Nc2nccc(n2)-c2ccc(s2)COC/1. (5) The molecule is COCCCc1cc(CCCN2CCOCC2)c(Cl)c(CN(C(=O)[C@H]2CNCC[C@@]23OCc2cc(F)c(F)cc23)C2CC2)c1. The result is 0 (non-blocker).